Dataset: Full USPTO retrosynthesis dataset with 1.9M reactions from patents (1976-2016). Task: Predict the reactants needed to synthesize the given product. (1) Given the product [F:1][C:2]1[CH:3]=[C:4]([C@H:14]2[CH2:13][CH2:12][CH2:11][C@@H:15]2[OH:16])[CH:5]=[C:6]([F:8])[CH:7]=1, predict the reactants needed to synthesize it. The reactants are: [F:1][C:2]1[CH:3]=[C:4]([Mg]Br)[CH:5]=[C:6]([F:8])[CH:7]=1.[CH:11]12[O:16][CH:15]1[CH2:14][CH2:13][CH2:12]2. (2) Given the product [Br:23][C:24]1[CH:29]=[CH:28][C:27]([CH2:30][O:13][Si:14]([C:17]([CH3:20])([CH3:19])[CH3:18])([CH3:16])[CH3:15])=[CH:26][CH:25]=1, predict the reactants needed to synthesize it. The reactants are: C(N(CC)CC)C.FC(F)(F)S([O:13][Si:14]([C:17]([CH3:20])([CH3:19])[CH3:18])([CH3:16])[CH3:15])(=O)=O.[Br:23][C:24]1[CH:29]=[CH:28][C:27]([CH2:30]O)=[CH:26][CH:25]=1.[Cl-].[NH4+]. (3) Given the product [CH3:1][O:2][C:3]([C:5]1[N:6]=[CH:7][N:8]([CH2:23][O:22][CH2:21][CH2:20][Si:17]([CH3:19])([CH3:18])[CH3:16])[CH:9]=1)=[O:4], predict the reactants needed to synthesize it. The reactants are: [CH3:1][O:2][C:3]([C:5]1[N:6]=[CH:7][NH:8][CH:9]=1)=[O:4].C([O-])([O-])=O.[K+].[K+].[CH3:16][Si:17]([CH2:20][CH2:21][O:22][CH2:23]Cl)([CH3:19])[CH3:18].CN(C=O)C. (4) Given the product [CH3:27][O:26][C:12]1[CH:11]=[C:10]([CH:15]=[CH:14][C:13]=1[O:16][CH2:17][C:18]1[CH:19]=[N:20][C:21]([O:24][CH3:25])=[CH:22][CH:23]=1)[CH2:9][N:6]1[C:5]2[CH:28]=[CH:29][C:2]([N:39]3[CH:32]=[C:31]([CH:33]4[CH2:38][CH2:37][CH2:36][NH:35][CH2:34]4)[N:41]=[N:40]3)=[CH:3][C:4]=2[N:8]=[CH:7]1, predict the reactants needed to synthesize it. The reactants are: I[C:2]1[CH:29]=[CH:28][C:5]2[N:6]([CH2:9][C:10]3[CH:15]=[CH:14][C:13]([O:16][CH2:17][C:18]4[CH:19]=[N:20][C:21]([O:24][CH3:25])=[CH:22][CH:23]=4)=[C:12]([O:26][CH3:27])[CH:11]=3)[CH:7]=[N:8][C:4]=2[CH:3]=1.Cl.[C:31]([CH:33]1[CH2:38][CH2:37][CH2:36][NH:35][CH2:34]1)#[CH:32].[N-:39]=[N+:40]=[N-:41].[Na+].[Na].O=C1O[C@H]([C@H](CO)O)C(O)=C1O.CN(C)[C@@H]1CCCC[C@H]1N.C(=O)([O-])[O-].[K+].[K+]. (5) Given the product [NH2:21][CH:18]1[CH2:19][CH2:20][N:15]([CH2:14][CH:9]2[C:8]3[C:13]4=[C:4]([S:3][C:2](=[O:1])[N:12]4[CH2:11][CH2:10]2)[CH:5]=[CH:6][CH:7]=3)[CH2:16][CH2:17]1, predict the reactants needed to synthesize it. The reactants are: [O:1]=[C:2]1[N:12]2[C:13]3[C:8]([CH:9]([CH2:14][N:15]4[CH2:20][CH2:19][CH:18]([NH:21]C(=O)OC(C)(C)C)[CH2:17][CH2:16]4)[CH2:10][CH2:11]2)=[CH:7][CH:6]=[CH:5][C:4]=3[S:3]1.C(O)(C(F)(F)F)=O.